This data is from Catalyst prediction with 721,799 reactions and 888 catalyst types from USPTO. The task is: Predict which catalyst facilitates the given reaction. (1) The catalyst class is: 14. Product: [CH3:15][O:14][C:11]1[CH:12]=[CH:13][C:8]([CH:7]2[CH:6]([CH3:17])[NH:5][C:3](=[O:4])[CH2:2][O:16]2)=[CH:9][CH:10]=1. Reactant: Cl[CH2:2][C:3]([NH:5][CH:6]([CH3:17])[CH:7]([OH:16])[C:8]1[CH:13]=[CH:12][C:11]([O:14][CH3:15])=[CH:10][CH:9]=1)=[O:4].[OH-].[K+]. (2) Reactant: [ClH:1].C(OCC)(=O)C.[CH2:8]1[O:40][C:39]2[CH:38]=[CH:37][C:12]([CH2:13][CH2:14][N:15]3[CH2:20][CH2:19][CH2:18][CH2:17][C@@H:16]3[CH2:21][N:22]3[C:28]4[CH:29]=[CH:30][CH:31]=[CH:32][C:27]=4[CH2:26][O:25][C:24]4[CH:33]=[CH:34][CH:35]=[CH:36][C:23]3=4)=[CH:11][C:10]=2[O:9]1. Product: [ClH:1].[CH2:8]1[O:40][C:39]2[CH:38]=[CH:37][C:12]([CH2:13][CH2:14][N:15]3[CH2:20][CH2:19][CH2:18][CH2:17][C@@H:16]3[CH2:21][N:22]3[C:28]4[CH:29]=[CH:30][CH:31]=[CH:32][C:27]=4[CH2:26][O:25][C:24]4[CH:33]=[CH:34][CH:35]=[CH:36][C:23]3=4)=[CH:11][C:10]=2[O:9]1. The catalyst class is: 4. (3) Product: [OH:1][C@@H:2]1[CH2:6][CH2:5][N:4]([C:7]([C:9]2[CH:10]=[C:11]([C:22]([OH:24])=[O:23])[CH:12]=[C:13]([C:15]3[CH:20]=[CH:19][C:18]([CH3:21])=[CH:17][CH:16]=3)[CH:14]=2)=[O:8])[CH2:3]1. Reactant: [OH:1][C@@H:2]1[CH2:6][CH2:5][N:4]([C:7]([C:9]2[CH:10]=[C:11]([C:22]([O:24]CC)=[O:23])[CH:12]=[C:13]([C:15]3[CH:20]=[CH:19][C:18]([CH3:21])=[CH:17][CH:16]=3)[CH:14]=2)=[O:8])[CH2:3]1.[OH-].[Li+].CO. The catalyst class is: 6. (4) Reactant: [F:1][C:2]([F:22])([F:21])[O:3][C:4]1[CH:9]=[CH:8][C:7]([S:10]([N:13]2[CH2:18][CH2:17][CH:16]([O:19][NH2:20])[CH2:15][CH2:14]2)(=[O:12])=[O:11])=[CH:6][CH:5]=1.ON1C2C=CC=CC=2N=N1.[C:33]([C:35]1[CH:36]=[C:37]([CH:41]=[CH:42][CH:43]=1)[C:38](O)=[O:39])#[N:34].C(N(CC)C(C)C)(C)C. Product: [C:33]([C:35]1[CH:36]=[C:37]([CH:41]=[CH:42][CH:43]=1)[C:38]([NH:20][O:19][CH:16]1[CH2:17][CH2:18][N:13]([S:10]([C:7]2[CH:6]=[CH:5][C:4]([O:3][C:2]([F:1])([F:21])[F:22])=[CH:9][CH:8]=2)(=[O:11])=[O:12])[CH2:14][CH2:15]1)=[O:39])#[N:34]. The catalyst class is: 9. (5) Reactant: [OH-].[Na+].[CH2:3]([N:6]([C:17]1[CH:18]=[C:19]([C:23]2[CH:28]=[CH:27][C:26](/[CH:29]=[CH:30]/[C:31]([O:33]C)=[O:32])=[CH:25][CH:24]=2)[CH:20]=[CH:21][CH:22]=1)[C:7]([NH:9][CH2:10][CH2:11][CH2:12][CH2:13][CH2:14][CH2:15][CH3:16])=[O:8])[CH2:4][CH3:5]. Product: [CH2:3]([N:6]([C:17]1[CH:18]=[C:19]([C:23]2[CH:28]=[CH:27][C:26](/[CH:29]=[CH:30]/[C:31]([OH:33])=[O:32])=[CH:25][CH:24]=2)[CH:20]=[CH:21][CH:22]=1)[C:7]([NH:9][CH2:10][CH2:11][CH2:12][CH2:13][CH2:14][CH2:15][CH3:16])=[O:8])[CH2:4][CH3:5]. The catalyst class is: 83. (6) Reactant: [F:1][C:2]([F:43])([F:42])[C@H:3]([N:29]1[CH2:33][CH2:32][C@H:31]([NH:34]C(=O)OC(C)(C)C)[CH2:30]1)[C:4]1[CH:5]=[CH:6][C:7]2[N:8]([C:10]([C:13]3[CH:22]=[CH:21][C:20]4[C:15](=[CH:16][C:17]([O:23][C@H:24]([CH3:28])[CH2:25][O:26][CH3:27])=[CH:18][CH:19]=4)[N:14]=3)=[N:11][N:12]=2)[CH:9]=1.[ClH:44]. Product: [ClH:44].[ClH:44].[F:42][C:2]([F:1])([F:43])[C@H:3]([N:29]1[CH2:33][CH2:32][C@H:31]([NH2:34])[CH2:30]1)[C:4]1[CH:5]=[CH:6][C:7]2[N:8]([C:10]([C:13]3[CH:22]=[CH:21][C:20]4[C:15](=[CH:16][C:17]([O:23][C@H:24]([CH3:28])[CH2:25][O:26][CH3:27])=[CH:18][CH:19]=4)[N:14]=3)=[N:11][N:12]=2)[CH:9]=1. The catalyst class is: 4.